This data is from Full USPTO retrosynthesis dataset with 1.9M reactions from patents (1976-2016). The task is: Predict the reactants needed to synthesize the given product. (1) Given the product [Cl:21][C:22]1[N:27]=[C:26]([C:15]2[CH:16]=[CH:17][CH:18]=[CH:19][N:20]=2)[CH:25]=[CH:24][N:23]=1, predict the reactants needed to synthesize it. The reactants are: B1([C:15]2[N:20]=[CH:19][CH:18]=[CH:17][CH:16]=2)OCCN(C2C=CC=CC=2)CCO1.[Cl:21][C:22]1[N:27]=[C:26](Cl)[CH:25]=[CH:24][N:23]=1.P([O-])([O-])([O-])=O.[K+].[K+].[K+]. (2) Given the product [Br:21][C:8]1[NH:9][C:10]2[C:6]([C:7]=1[CH:11]1[CH2:16][CH2:15][CH2:14][CH2:13][CH2:12]1)=[CH:5][CH:4]=[C:3]([C:17]([O:19][CH3:20])=[O:18])[C:2]=2[Cl:1], predict the reactants needed to synthesize it. The reactants are: [Cl:1][C:2]1[C:3]([C:17]([O:19][CH3:20])=[O:18])=[CH:4][CH:5]=[C:6]2[C:10]=1[NH:9][CH:8]=[C:7]2[CH:11]1[CH2:16][CH2:15][CH2:14][CH2:13][CH2:12]1.[Br-:21].[Br-].[Br-].[NH+]1C=CC=CC=1.[NH+]1C=CC=CC=1.[NH+]1C=CC=CC=1. (3) The reactants are: [NH2:1][NH:2][C:3]([C:5]1[C:14]2[C:9](=[CH:10][CH:11]=[CH:12][CH:13]=2)[CH:8]=[CH:7][N:6]=1)=[NH:4].[Cl:15][C:16]1[CH:17]=[CH:18][C:19]([OH:24])=[C:20]([CH:23]=1)[CH:21]=O. Given the product [Cl:15][C:16]1[CH:17]=[CH:18][C:19]([OH:24])=[C:20]([C:21]2[NH:1][N:2]=[C:3]([C:5]3[C:14]4[C:9](=[CH:10][CH:11]=[CH:12][CH:13]=4)[CH:8]=[CH:7][N:6]=3)[N:4]=2)[CH:23]=1, predict the reactants needed to synthesize it.